Dataset: Reaction yield outcomes from USPTO patents with 853,638 reactions. Task: Predict the reaction yield, written as a fraction of the theoretical maximum amount of product (1.0 means a 100% yield; for example, 0.34 means a 34% yield). The reactants are C(=O)(O)[O-].[Na+].[CH3:6][O:7][C:8](=[O:18])[CH2:9][CH2:10][CH2:11][CH2:12][CH2:13][CH2:14][C:15]([OH:17])=[O:16].Br[CH2:20][C:21]([C:23]1[CH:28]=[CH:27][CH:26]=[CH:25][CH:24]=1)=[O:22]. The catalyst is O.CO.CC(C)=O. The product is [O:22]=[C:21]([C:23]1[CH:28]=[CH:27][CH:26]=[CH:25][CH:24]=1)[CH2:20][O:17][C:15](=[O:16])[CH2:14][CH2:13][CH2:12][CH2:11][CH2:10][CH2:9][C:8]([O:7][CH3:6])=[O:18]. The yield is 0.900.